Dataset: Full USPTO retrosynthesis dataset with 1.9M reactions from patents (1976-2016). Task: Predict the reactants needed to synthesize the given product. (1) Given the product [CH3:64][O:63][C:58]1[CH:59]=[CH:60][CH:61]=[CH:62][C:57]=1[N:54]1[C:53](=[O:65])[NH:52][C:51]2[C:55]1=[N:56][C:48]([NH:47][C@H:44]1[CH2:45][CH2:46][NH:42][CH2:43]1)=[N:49][C:50]=2[C:66]([NH2:7])=[O:68], predict the reactants needed to synthesize it. The reactants are: C(OC(C1C(N)=C(NC2C=CC=CC=2OC)N=C(N[C@H]2CCN(C(OC(C)(C)C)=O)C2)[N:7]=1)=O)C.C(OC([N:42]1[CH2:46][CH2:45][C@H:44]([NH:47][C:48]2[N:56]=[C:55]3[C:51]([NH:52][C:53](=[O:65])[N:54]3[C:57]3[CH:62]=[CH:61][CH:60]=[CH:59][C:58]=3[O:63][CH3:64])=[C:50]([C:66]([O:68]CC)=O)[N:49]=2)[CH2:43]1)=O)(C)(C)C. (2) Given the product [Br:1][CH2:2][CH2:3][O:23][C:17]1[CH:16]=[C:15]2[C:20]([C:11]([NH:10][C:9]3[CH:24]=[CH:25][C:6]([Cl:5])=[CH:7][C:8]=3[F:26])=[N:12][CH:13]=[N:14]2)=[CH:19][C:18]=1[O:21][CH3:22], predict the reactants needed to synthesize it. The reactants are: [Br:1][CH2:2][CH2:3]Br.[Cl:5][C:6]1[CH:25]=[CH:24][C:9]([NH:10][C:11]2[C:20]3[C:15](=[CH:16][C:17]([OH:23])=[C:18]([O:21][CH3:22])[CH:19]=3)[N:14]=[CH:13][N:12]=2)=[C:8]([F:26])[CH:7]=1.C(=O)([O-])[O-].[K+].[K+].O. (3) Given the product [NH2:12][C:4]1[CH:5]=[C:6]([C:9](=[O:11])[CH3:10])[CH:7]=[CH:8][C:3]=1[CH2:1][CH3:2], predict the reactants needed to synthesize it. The reactants are: [CH2:1]([C:3]1[CH:8]=[CH:7][C:6]([C:9](=[O:11])[CH3:10])=[CH:5][C:4]=1[N+:12]([O-])=O)[CH3:2].N. (4) Given the product [CH3:26][C:25]1[N:2]([CH2:3][C:4]([O:6][CH2:7][CH3:8])=[O:5])[C:22]([C:16]2[CH:17]=[CH:18][CH:19]=[CH:20][CH:21]=2)=[C:23]([C:28]2[CH:33]=[CH:32][CH:31]=[CH:30][CH:29]=2)[CH:24]=1, predict the reactants needed to synthesize it. The reactants are: Cl.[NH2:2][CH2:3][C:4]([O:6][CH2:7][CH3:8])=[O:5].C(N(CC)CC)C.[C:16]1([C:22](=O)[CH:23]([C:28]2[CH:33]=[CH:32][CH:31]=[CH:30][CH:29]=2)[CH2:24][C:25](=O)[CH3:26])[CH:21]=[CH:20][CH:19]=[CH:18][CH:17]=1. (5) The reactants are: [OH:1][C:2]([C:16]([F:19])([F:18])[F:17])([CH2:5][C:6]([C:10]1[CH:15]=[CH:14][CH:13]=[CH:12][CH:11]=1)=[CH:7][CH2:8][CH3:9])[CH:3]=O.[NH2:20][C:21]1[CH:30]=[CH:29][CH:28]=[C:27]2[C:22]=1[CH:23]=[CH:24][C:25](=[O:31])[NH:26]2.O. Given the product [OH:1][C:2]([C:16]([F:17])([F:18])[F:19])([CH2:5][C:6]([C:10]1[CH:11]=[CH:12][CH:13]=[CH:14][CH:15]=1)=[CH:7][CH2:8][CH3:9])[CH2:3][N:20]=[C:21]1[CH:30]=[CH:29][CH:28]=[C:27]2[C:22]1=[CH:23][CH2:24][C:25](=[O:31])[NH:26]2, predict the reactants needed to synthesize it.